From a dataset of Full USPTO retrosynthesis dataset with 1.9M reactions from patents (1976-2016). Predict the reactants needed to synthesize the given product. (1) Given the product [C:1]([C@H:9]1[CH2:13][CH2:12][N:11]([C:14]([O:16][CH2:17][C:18]2[CH:23]=[CH:22][CH:21]=[CH:20][CH:19]=2)=[O:15])[CH2:10]1)#[N:2], predict the reactants needed to synthesize it. The reactants are: [C-:1]#[N:2].[K+].CS(O[C@@H:9]1[CH2:13][CH2:12][N:11]([C:14]([O:16][CH2:17][C:18]2[CH:23]=[CH:22][CH:21]=[CH:20][CH:19]=2)=[O:15])[CH2:10]1)(=O)=O. (2) Given the product [ClH:17].[CH3:1][P:2]([CH3:13])([C:4]1[CH:9]=[CH:8][C:7]([NH2:10])=[CH:6][CH:5]=1)=[O:3], predict the reactants needed to synthesize it. The reactants are: [CH3:1][P:2]([CH3:13])([C:4]1[CH:9]=[CH:8][C:7]([N+:10]([O-])=O)=[CH:6][CH:5]=1)=[O:3].CCO.[ClH:17]. (3) The reactants are: [CH3:1][O-:2].[Na+].F[C:5]1[C:10]([CH3:11])=[C:9]([I:12])[C:8]([CH3:13])=[CH:7][N:6]=1. Given the product [I:12][C:9]1[C:8]([CH3:13])=[CH:7][N:6]=[C:5]([O:2][CH3:1])[C:10]=1[CH3:11], predict the reactants needed to synthesize it. (4) Given the product [Br:1][C:2]1[CH:3]=[CH:4][C:5]([Cl:16])=[C:6]([CH:15]=1)[CH2:7][C:8]1[CH:13]=[CH:12][C:11]([O:14][Si:17]([C:20]([CH3:23])([CH3:22])[CH3:21])([CH3:19])[CH3:18])=[CH:10][CH:9]=1, predict the reactants needed to synthesize it. The reactants are: [Br:1][C:2]1[CH:3]=[CH:4][C:5]([Cl:16])=[C:6]([CH:15]=1)[CH2:7][C:8]1[CH:13]=[CH:12][C:11]([OH:14])=[CH:10][CH:9]=1.[Si:17](Cl)([C:20]([CH3:23])([CH3:22])[CH3:21])([CH3:19])[CH3:18].C(N(CC)CC)C.